From a dataset of Reaction yield outcomes from USPTO patents with 853,638 reactions. Predict the reaction yield, written as a fraction of the theoretical maximum amount of product (1.0 means a 100% yield; for example, 0.34 means a 34% yield). (1) The reactants are [N:1]1[CH:6]=[CH:5][CH:4]=[C:3]([O:7][C:8]2[CH:9]=[C:10]([CH:14]=[CH:15][CH:16]=2)[C:11]([OH:13])=O)[CH:2]=1.[CH3:17][C:18]1[N:19]=[C:20]([NH2:23])[S:21][CH:22]=1.F[P-](F)(F)(F)(F)F.N1(OC(N(C)C)=[N+](C)C)C2N=CC=CC=2N=N1.CCN(C(C)C)C(C)C. The catalyst is C(Cl)Cl.CN(C=O)C. The product is [CH3:17][C:18]1[N:19]=[C:20]([NH:23][C:11](=[O:13])[C:10]2[CH:14]=[CH:15][CH:16]=[C:8]([O:7][C:3]3[CH:2]=[N:1][CH:6]=[CH:5][CH:4]=3)[CH:9]=2)[S:21][CH:22]=1. The yield is 0.260. (2) The reactants are [Br:1][C:2]1[C:3]([O:21]C)=[C:4]([C:17]([O:19]C)=[O:18])[C:5]2[N:6]=[CH:7][C:8]([C:12]3[S:13][CH:14]=[CH:15][CH:16]=3)=[N:9][C:10]=2[CH:11]=1.B(Br)(Br)Br. The catalyst is ClCCl. The product is [Br:1][C:2]1[C:3]([OH:21])=[C:4]([C:17]([OH:19])=[O:18])[C:5]2[N:6]=[CH:7][C:8]([C:12]3[S:13][CH:14]=[CH:15][CH:16]=3)=[N:9][C:10]=2[CH:11]=1. The yield is 0.272. (3) The reactants are [Br:1][C:2]1[CH:11]=[C:10]2[C:5]([N:6]=[CH:7][C:8]([CH:12]=O)=[N:9]2)=[CH:4][CH:3]=1.[NH3:14].O.II. The catalyst is C1COCC1. The product is [Br:1][C:2]1[CH:11]=[C:10]2[C:5]([N:6]=[CH:7][C:8]([C:12]#[N:14])=[N:9]2)=[CH:4][CH:3]=1. The yield is 0.420. (4) The reactants are [CH3:1][O:2][C:3]1[CH:11]=[CH:10][CH:9]=[CH:8][C:4]=1[C:5]([OH:7])=[O:6].[S:12]([Cl:16])(=O)(=[O:14])[OH:13]. No catalyst specified. The product is [Cl:16][S:12]([C:9]1[CH:10]=[CH:11][C:3]([O:2][CH3:1])=[C:4]([CH:8]=1)[C:5]([OH:7])=[O:6])(=[O:14])=[O:13]. The yield is 0.580. (5) The reactants are [Cl:1][C:2]1[CH:3]=[C:4]([NH:16][C:17]2[C:26]3[C:21](=[CH:22][C:23]([O:38][CH2:39][CH3:40])=[C:24]([NH:27][C:28](=[O:37])/[CH:29]=[CH:30]/[C@H:31]4[CH2:35][CH2:34][CH2:33][N:32]4[CH3:36])[CH:25]=3)[N:20]=[CH:19][C:18]=2[C:41]#[N:42])[CH:5]=[CH:6][C:7]=1[O:8][CH2:9][C:10]1[CH:15]=[CH:14][CH:13]=[CH:12][N:11]=1.[CH3:43][S:44]([OH:47])(=[O:46])=[O:45].C(OCC)C. The catalyst is C(O)C. The product is [CH3:43][S:44]([OH:47])(=[O:46])=[O:45].[Cl:1][C:2]1[CH:3]=[C:4]([NH:16][C:17]2[C:26]3[C:21](=[CH:22][C:23]([O:38][CH2:39][CH3:40])=[C:24]([NH:27][C:28](=[O:37])/[CH:29]=[CH:30]/[C@H:31]4[CH2:35][CH2:34][CH2:33][N:32]4[CH3:36])[CH:25]=3)[N:20]=[CH:19][C:18]=2[C:41]#[N:42])[CH:5]=[CH:6][C:7]=1[O:8][CH2:9][C:10]1[CH:15]=[CH:14][CH:13]=[CH:12][N:11]=1. The yield is 0.690.